This data is from Reaction yield outcomes from USPTO patents with 853,638 reactions. The task is: Predict the reaction yield, written as a fraction of the theoretical maximum amount of product (1.0 means a 100% yield; for example, 0.34 means a 34% yield). (1) The reactants are [F:1][C:2]1[CH:3]=[C:4]([C@@H:9]2[CH2:14][CH2:13][N:12]([C:15]([O:17][C:18]([CH3:21])([CH3:20])[CH3:19])=[O:16])[CH2:11][C@H:10]2O)[CH:5]=[CH:6][C:7]=1[OH:8].CCN(S(F)(F)[F:29])CC. The catalyst is C(Cl)Cl. The product is [F:29][C@H:10]1[C@H:9]([C:4]2[CH:5]=[CH:6][C:7]([OH:8])=[C:2]([F:1])[CH:3]=2)[CH2:14][CH2:13][N:12]([C:15]([O:17][C:18]([CH3:21])([CH3:20])[CH3:19])=[O:16])[CH2:11]1. The yield is 1.00. (2) The reactants are [CH2:1]([N:8]1[C:17]2[C:12](=[CH:13][C:14]([Cl:18])=[CH:15][CH:16]=2)[C:11](Cl)=[C:10]([C:20]#[N:21])[C:9]1=[O:22])[C:2]1[CH:7]=[CH:6][CH:5]=[CH:4][CH:3]=1.[NH:23]1[CH2:28][CH2:27][NH:26][CH2:25][CH2:24]1. The catalyst is ClCCl. The product is [CH2:1]([N:8]1[C:17]2[C:12](=[CH:13][C:14]([Cl:18])=[CH:15][CH:16]=2)[C:11]([N:23]2[CH2:28][CH2:27][NH:26][CH2:25][CH2:24]2)=[C:10]([C:20]#[N:21])[C:9]1=[O:22])[C:2]1[CH:7]=[CH:6][CH:5]=[CH:4][CH:3]=1. The yield is 0.980. (3) The reactants are C([O:3][C:4]([C:6]1[N:7]([C:15]2[CH:20]=[CH:19][C:18]([CH3:21])=[CH:17][CH:16]=2)[N:8]=[C:9]([C:11]([CH3:14])([CH3:13])[CH3:12])[CH:10]=1)=[O:5])C.[Li+].[OH-]. The catalyst is C1COCC1. The product is [C:11]([C:9]1[CH:10]=[C:6]([C:4]([OH:5])=[O:3])[N:7]([C:15]2[CH:20]=[CH:19][C:18]([CH3:21])=[CH:17][CH:16]=2)[N:8]=1)([CH3:14])([CH3:12])[CH3:13]. The yield is 0.960. (4) The reactants are [Cl:1][C:2]1[CH:7]=[CH:6][C:5](Br)=[CH:4][CH:3]=1.[C:9]([O:13][C:14]([N:16]1[CH2:21][CH2:20][NH:19][C@@H:18]([CH3:22])[CH2:17]1)=[O:15])([CH3:12])([CH3:11])[CH3:10].CC(C)([O-])C.[Na+]. The catalyst is C1(C)C=CC=CC=1.C1C=CC(/C=C/C(/C=C/C2C=CC=CC=2)=O)=CC=1.C1C=CC(/C=C/C(/C=C/C2C=CC=CC=2)=O)=CC=1.C1C=CC(/C=C/C(/C=C/C2C=CC=CC=2)=O)=CC=1.[Pd].[Pd].C1C=CC(P(C2C(C3C(P(C4C=CC=CC=4)C4C=CC=CC=4)=CC=C4C=3C=CC=C4)=C3C(C=CC=C3)=CC=2)C2C=CC=CC=2)=CC=1. The product is [C:9]([O:13][C:14]([N:16]1[CH2:21][CH2:20][N:19]([C:5]2[CH:6]=[CH:7][C:2]([Cl:1])=[CH:3][CH:4]=2)[C@@H:18]([CH3:22])[CH2:17]1)=[O:15])([CH3:12])([CH3:10])[CH3:11]. The yield is 0.510. (5) The reactants are [CH2:1]([O:3][C:4](=[O:18])[C:5]1[CH:10]=[C:9]([N+:11]([O-:13])=[O:12])[CH:8]=[C:7]([N+:14]([O-:16])=[O:15])[C:6]=1[CH3:17])[CH3:2].CO[CH:21]([N:24]([CH3:26])[CH3:25])OC. The catalyst is CN(C=O)C. The product is [CH2:1]([O:3][C:4](=[O:18])[C:5]1[CH:10]=[C:9]([N+:11]([O-:13])=[O:12])[CH:8]=[C:7]([N+:14]([O-:16])=[O:15])[C:6]=1[CH:17]=[CH:21][N:24]([CH3:26])[CH3:25])[CH3:2]. The yield is 0.480. (6) The reactants are [F:1][C:2]1[CH:7]=[C:6]([I:8])[CH:5]=[CH:4][C:3]=1[NH:9][C:10]1[C:18]([C:19](O)=[O:20])=[CH:17][CH:16]=[C:15]2[C:11]=1[CH:12]=[N:13][NH:14]2.Cl.[CH2:23]([O:25][NH2:26])[CH3:24].C1C=CC2N(O)N=NC=2C=1.CCN=C=NCCCN(C)C.CCN(C(C)C)C(C)C. The catalyst is CN(C=O)C.C(OCC)(=O)C. The product is [CH2:23]([O:25][NH:26][C:19]([C:18]1[C:10]([NH:9][C:3]2[CH:4]=[CH:5][C:6]([I:8])=[CH:7][C:2]=2[F:1])=[C:11]2[C:15](=[CH:16][CH:17]=1)[NH:14][N:13]=[CH:12]2)=[O:20])[CH3:24]. The yield is 0.370. (7) The reactants are Br[C:2]1[C:22]([O:23][CH3:24])=[CH:21][C:5]2[N:6]([CH3:20])[C:7](=[O:19])[CH2:8][N:9]=[C:10]([C:11]3[CH:12]=[C:13]([CH:16]=[CH:17][CH:18]=3)[C:14]#[N:15])[C:4]=2[CH:3]=1.C1(B(O)O)C=CC=CC=1.[CH3:34][O:35][C:36]1[CH:41]=[CH:40][C:39](B(O)O)=[CH:38][CH:37]=1. No catalyst specified. The product is [CH3:24][O:23][C:22]1[C:2]([C:39]2[CH:40]=[CH:41][C:36]([O:35][CH3:34])=[CH:37][CH:38]=2)=[CH:3][C:4]2[C:10]([C:11]3[CH:12]=[C:13]([CH:16]=[CH:17][CH:18]=3)[C:14]#[N:15])=[N:9][CH2:8][C:7](=[O:19])[N:6]([CH3:20])[C:5]=2[CH:21]=1. The yield is 0.530. (8) The reactants are [F:1][C:2]1[CH:3]=[C:4]([C:10]2[C:15]([C:16]3[CH:21]=[CH:20][C:19]([O:22][CH3:23])=[CH:18][CH:17]=3)=[N:14][NH:13][C:12](=[O:24])[CH:11]=2)[CH:5]=[CH:6][C:7]=1[O:8][CH3:9].Cl[CH2:26][CH:27]1[CH2:29][CH2:28]1. No catalyst specified. The product is [CH:27]1([CH2:26][N:13]2[C:12](=[O:24])[CH:11]=[C:10]([C:4]3[CH:5]=[CH:6][C:7]([O:8][CH3:9])=[C:2]([F:1])[CH:3]=3)[C:15]([C:16]3[CH:17]=[CH:18][C:19]([O:22][CH3:23])=[CH:20][CH:21]=3)=[N:14]2)[CH2:29][CH2:28]1. The yield is 0.938.